Dataset: HIV replication inhibition screening data with 41,000+ compounds from the AIDS Antiviral Screen. Task: Binary Classification. Given a drug SMILES string, predict its activity (active/inactive) in a high-throughput screening assay against a specified biological target. (1) The compound is CONC(=O)NP(=O)(NC(=O)NOC)NC(=O)NOC. The result is 0 (inactive). (2) The drug is Oc1nc2c(c(-c3ccc(Br)cc3)n1)COCC2=Cc1ccc(Br)cc1. The result is 0 (inactive). (3) The drug is O=[N+]([O-])c1cc([N+](=O)[O-])c(-[c-]2nc(Cl)c3c([N+](=O)[O-])cc([N+](=O)[O-])cc3[n+]2=O)c([N+](=O)[O-])c1. The result is 0 (inactive). (4) The drug is CN1CC(=Cc2cccs2)C2=C(C1)C(c1cccs1)C(C#N)=C(N)O2. The result is 0 (inactive). (5) The molecule is CC1(C)C2CCC1C(=O)C(C=O)C2. The result is 0 (inactive). (6) The drug is Cc1cc(NCCO)nc2c1ccc1ccccc12. The result is 0 (inactive).